Dataset: Reaction yield outcomes from USPTO patents with 853,638 reactions. Task: Predict the reaction yield, written as a fraction of the theoretical maximum amount of product (1.0 means a 100% yield; for example, 0.34 means a 34% yield). (1) The reactants are [N@:1]1([C:8]([O:10][CH2:11][C:12]2[CH:17]=[CH:16][CH:15]=[CH:14][CH:13]=2)=[O:9])[CH2:3][CH:2]1[C:4]([O:6][CH3:7])=[O:5].[C:18]1([CH:24]([OH:26])[CH3:25])[CH:23]=[CH:22][CH:21]=[CH:20][CH:19]=1.B(F)(F)F.CCOCC. The catalyst is ClCCl. The product is [CH3:7][O:6][C:4](=[O:5])[CH:2]([NH:1][C:8]([O:10][CH2:11][C:12]1[CH:13]=[CH:14][CH:15]=[CH:16][CH:17]=1)=[O:9])[CH2:3][O:26][CH:24]([C:18]1[CH:23]=[CH:22][CH:21]=[CH:20][CH:19]=1)[CH3:25]. The yield is 0.470. (2) The reactants are [C:1]([O:5][C:6](=[O:15])[CH2:7]/[N:8]=[CH:9]/[CH2:10][C:11]([CH3:14])([CH3:13])[CH3:12])([CH3:4])([CH3:3])[CH3:2].[Br:16][C:17]1[CH:18]=[C:19](/[CH:23]=[C:24](/[C:27]2[CH:32]=[CH:31][C:30]([Cl:33])=[CH:29][C:28]=2[F:34])\[C:25]#[N:26])[CH:20]=[CH:21][CH:22]=1.C(N(CC)CC)C. The catalyst is ClCCl. The product is [C:1]([O:5][C:6]([CH:7]1[CH:23]([C:19]2[CH:20]=[CH:21][CH:22]=[C:17]([Br:16])[CH:18]=2)[C:24]([C:27]2[CH:32]=[CH:31][C:30]([Cl:33])=[CH:29][C:28]=2[F:34])([C:25]#[N:26])[CH:9]([CH2:10][C:11]([CH3:14])([CH3:13])[CH3:12])[NH:8]1)=[O:15])([CH3:4])([CH3:3])[CH3:2]. The yield is 0.400. (3) The catalyst is CN(C=O)C.O. The product is [F:25][C:26]1[CH:27]=[C:28]([NH:37][C:38]([C@@H:40]2[N:49]([C:65]([C@H:63]3[CH2:64][C@@H:62]3[CH2:61][C:60]([O:59][CH2:52][C:53]3[CH:54]=[CH:55][CH:56]=[CH:57][CH:58]=3)=[O:68])=[O:66])[CH2:48][CH2:47][C:46]3[N:45]=[C:44]([O:50][CH3:51])[CH:43]=[CH:42][C:41]2=3)=[O:39])[CH:29]=[C:30]2[C:34]=1[C:33]([CH3:35])([CH3:36])[CH2:32][CH2:31]2. The reactants are CN(C(ON1N=NC2C=CC=NC1=2)=[N+](C)C)C.F[P-](F)(F)(F)(F)F.[F:25][C:26]1[CH:27]=[C:28]([NH:37][C:38]([C@@H:40]2[NH:49][CH2:48][CH2:47][C:46]3[N:45]=[C:44]([O:50][CH3:51])[CH:43]=[CH:42][C:41]2=3)=[O:39])[CH:29]=[C:30]2[C:34]=1[C:33]([CH3:36])([CH3:35])[CH2:32][CH2:31]2.[CH2:52]([O:59][C:60](=[O:68])[CH2:61][C@H:62]1[CH2:64][C@@H:63]1[C:65](O)=[O:66])[C:53]1[CH:58]=[CH:57][CH:56]=[CH:55][CH:54]=1.CCN(C(C)C)C(C)C. The yield is 0.930. (4) The reactants are [F:1][C:2]1[C:11]([CH2:12][C:13]([O:15][CH3:16])=[O:14])=[C:10]2[C:5]([CH:6]=[CH:7][C:8](=[O:17])[NH:9]2)=[CH:4][CH:3]=1.[C:18](#N)C.C(N(CC)CC)C.C[Si](C=[N+]=[N-])(C)C. The catalyst is CO. The product is [F:1][C:2]1[C:11]([CH2:12][C:13]([O:15][CH3:16])=[O:14])=[C:10]2[C:5]([CH:6]=[CH:7][C:8]([O:17][CH3:18])=[N:9]2)=[CH:4][CH:3]=1. The yield is 0.810. (5) The yield is 0.590. The reactants are [Si:1]([O:8][CH2:9][C:10]1([CH3:38])[S:16][CH2:15][CH2:14][N:13]2[C:17]([C:20]3([C:23]4[CH:28]=[CH:27][C:26](B5OC(C)(C)C(C)(C)O5)=[CH:25][CH:24]=4)[CH2:22][CH2:21]3)=[N:18][N:19]=[C:12]2[CH2:11]1)([C:4]([CH3:7])([CH3:6])[CH3:5])([CH3:3])[CH3:2].Br[C:40]1[C:41]([O:46][CH3:47])=[N:42][CH:43]=[CH:44][CH:45]=1.C(=O)([O-])[O-].[K+].[K+].C(=O)([O-])O.[Na+]. The product is [Si:1]([O:8][CH2:9][C:10]1([CH3:38])[S:16][CH2:15][CH2:14][N:13]2[C:17]([C:20]3([C:23]4[CH:28]=[CH:27][C:26]([C:40]5[C:41]([O:46][CH3:47])=[N:42][CH:43]=[CH:44][CH:45]=5)=[CH:25][CH:24]=4)[CH2:22][CH2:21]3)=[N:18][N:19]=[C:12]2[CH2:11]1)([C:4]([CH3:5])([CH3:7])[CH3:6])([CH3:2])[CH3:3]. The catalyst is C(COC)OC.O.C1C=CC([P]([Pd]([P](C2C=CC=CC=2)(C2C=CC=CC=2)C2C=CC=CC=2)([P](C2C=CC=CC=2)(C2C=CC=CC=2)C2C=CC=CC=2)[P](C2C=CC=CC=2)(C2C=CC=CC=2)C2C=CC=CC=2)(C2C=CC=CC=2)C2C=CC=CC=2)=CC=1. (6) The reactants are [CH2:1]([O:3][C:4]1[CH:13]=[C:12]2[C:7]([CH:8]=[CH:9][C:10]([C:14]3[N:18]4[CH:19]=[C:20]([C@@H:23]([N:28]5[CH2:32][CH2:31][C@H:30]([NH:33]C(=O)OC(C)(C)C)[CH2:29]5)[C:24]([F:27])([F:26])[F:25])[CH:21]=[CH:22][C:17]4=[N:16][N:15]=3)=[N:11]2)=[CH:6][C:5]=1[F:41])[CH3:2]. The catalyst is C(O)(C(F)(F)F)=O. The product is [CH2:1]([O:3][C:4]1[CH:13]=[C:12]2[C:7]([CH:8]=[CH:9][C:10]([C:14]3[N:18]4[CH:19]=[C:20]([C@@H:23]([N:28]5[CH2:32][CH2:31][C@H:30]([NH2:33])[CH2:29]5)[C:24]([F:26])([F:25])[F:27])[CH:21]=[CH:22][C:17]4=[N:16][N:15]=3)=[N:11]2)=[CH:6][C:5]=1[F:41])[CH3:2]. The yield is 0.850. (7) The yield is 0.830. The catalyst is O1CCCC1. The reactants are [O:1]1[C:5]2[CH:6]=[CH:7][C:8]([OH:10])=[CH:9][C:4]=2[O:3][CH2:2]1.C([Mg]Cl)(C)C.[F:16][C:17]([F:30])([F:29])[C:18]1[CH:19]=[CH:20][CH:21]=[C:22]2[C:26]=1[NH:25][C:24](=[O:27])[C:23]2=[O:28]. The product is [OH:28][C:23]1([C:7]2[C:8]([OH:10])=[CH:9][C:4]3[O:3][CH2:2][O:1][C:5]=3[CH:6]=2)[C:22]2[C:26](=[C:18]([C:17]([F:16])([F:29])[F:30])[CH:19]=[CH:20][CH:21]=2)[NH:25][C:24]1=[O:27].